Dataset: NCI-60 drug combinations with 297,098 pairs across 59 cell lines. Task: Regression. Given two drug SMILES strings and cell line genomic features, predict the synergy score measuring deviation from expected non-interaction effect. (1) Cell line: NCI/ADR-RES. Drug 2: CS(=O)(=O)CCNCC1=CC=C(O1)C2=CC3=C(C=C2)N=CN=C3NC4=CC(=C(C=C4)OCC5=CC(=CC=C5)F)Cl. Drug 1: COC1=NC(=NC2=C1N=CN2C3C(C(C(O3)CO)O)O)N. Synergy scores: CSS=11.6, Synergy_ZIP=-2.18, Synergy_Bliss=0.330, Synergy_Loewe=-19.0, Synergy_HSA=-1.26. (2) Drug 1: C1=CC=C(C(=C1)C(C2=CC=C(C=C2)Cl)C(Cl)Cl)Cl. Drug 2: CCC1(C2=C(COC1=O)C(=O)N3CC4=CC5=C(C=CC(=C5CN(C)C)O)N=C4C3=C2)O.Cl. Cell line: SK-OV-3. Synergy scores: CSS=20.3, Synergy_ZIP=-2.00, Synergy_Bliss=1.78, Synergy_Loewe=-33.0, Synergy_HSA=1.59.